This data is from Forward reaction prediction with 1.9M reactions from USPTO patents (1976-2016). The task is: Predict the product of the given reaction. (1) Given the reactants Br[CH:2]([C:23]1[CH:28]=[CH:27][CH:26]=[CH:25][CH:24]=1)[C:3]([C:5]1[CH:10]=[CH:9][C:8]([C:11]2([NH:15]C(=O)OC(C)(C)C)[CH2:14][CH2:13][CH2:12]2)=[CH:7][CH:6]=1)=O.[NH2:29][C:30]1[N:35]=[N:34][C:33]([C:36]([O:38][CH3:39])=[O:37])=[C:32]([CH3:40])[C:31]=1[CH3:41].C(N(CC)C(C)C)(C)C, predict the reaction product. The product is: [NH2:15][C:11]1([C:8]2[CH:9]=[CH:10][C:5]([C:3]3[N:29]=[C:30]4[C:31]([CH3:41])=[C:32]([CH3:40])[C:33]([C:36]([O:38][CH3:39])=[O:37])=[N:34][N:35]4[C:2]=3[C:23]3[CH:24]=[CH:25][CH:26]=[CH:27][CH:28]=3)=[CH:6][CH:7]=2)[CH2:14][CH2:13][CH2:12]1. (2) Given the reactants [CH:1]1[CH:6]=[C:5]([CH2:7][CH:8]([NH2:12])[C:9]([OH:11])=[O:10])[C:4]([OH:13])=[CH:3][CH:2]=1.Cl.[CH3:15]O, predict the reaction product. The product is: [NH2:12][CH:8]([CH2:7][C:5]1[CH:6]=[CH:1][CH:2]=[CH:3][C:4]=1[OH:13])[C:9]([O:11][CH3:15])=[O:10].